This data is from Reaction yield outcomes from USPTO patents with 853,638 reactions. The task is: Predict the reaction yield, written as a fraction of the theoretical maximum amount of product (1.0 means a 100% yield; for example, 0.34 means a 34% yield). (1) The reactants are [CH2:1]([O:3][C:4](=[O:18])[C:5]1[CH:10]=[C:9]([O:11][CH2:12][CH3:13])[C:8]([NH2:14])=[C:7]([O:15][CH2:16][CH3:17])[CH:6]=1)[CH3:2].C(O)(=O)C.CO[CH:25]1[CH2:29][CH2:28][CH:27](OC)O1. The catalyst is CCCCCCC. The product is [CH2:1]([O:3][C:4](=[O:18])[C:5]1[CH:10]=[C:9]([O:11][CH2:12][CH3:13])[C:8]([N:14]2[CH:25]=[CH:29][CH:28]=[CH:27]2)=[C:7]([O:15][CH2:16][CH3:17])[CH:6]=1)[CH3:2]. The yield is 0.820. (2) The reactants are C(O[C:4](=[O:29])[CH2:5][O:6][C:7]1[CH:8]=[C:9]2[C:13](=[CH:14][CH:15]=1)[N:12]([CH:16]1[CH2:21][CH2:20][N:19]([C:22]([O:24][C:25]([CH3:28])([CH3:27])[CH3:26])=[O:23])[CH2:18][CH2:17]1)[N:11]=[CH:10]2)C.[NH2:30][CH2:31][CH:32]([OH:44])[CH2:33][N:34]1[CH2:43][CH2:42][C:41]2[C:36](=[CH:37][CH:38]=[CH:39][CH:40]=2)[CH2:35]1. The catalyst is CCO. The product is [CH2:35]1[C:36]2[C:41](=[CH:40][CH:39]=[CH:38][CH:37]=2)[CH2:42][CH2:43][N:34]1[CH2:33][CH:32]([OH:44])[CH2:31][NH:30][C:4](=[O:29])[CH2:5][O:6][C:7]1[CH:8]=[C:9]2[C:13](=[CH:14][CH:15]=1)[N:12]([CH:16]1[CH2:17][CH2:18][N:19]([C:22]([O:24][C:25]([CH3:28])([CH3:27])[CH3:26])=[O:23])[CH2:20][CH2:21]1)[N:11]=[CH:10]2. The yield is 0.500. (3) The reactants are Cl[C:2]1[CH:3]=[CH:4][C:5]2[N:6]=[CH:7][N:8]=[C:9]([NH:12][CH:13]3[CH2:18][CH2:17][N:16]([C:19]([O:21][C:22]([CH3:25])([CH3:24])[CH3:23])=[O:20])[CH2:15][CH2:14]3)[C:10]=2[N:11]=1.[Cl:26][C:27]1[C:32]([NH:33][S:34]([C:37]2[CH:42]=[CH:41][C:40]([F:43])=[CH:39][C:38]=2[F:44])(=[O:36])=[O:35])=[CH:31][C:30](B2OC(C)(C)C(C)(C)O2)=[CH:29][N:28]=1.C(=O)(O)[O-].[Na+]. The catalyst is O1CCOCC1. The product is [Cl:26][C:27]1[N:28]=[CH:29][C:30]([C:2]2[CH:3]=[CH:4][C:5]3[N:6]=[CH:7][N:8]=[C:9]([NH:12][CH:13]4[CH2:18][CH2:17][N:16]([C:19]([O:21][C:22]([CH3:24])([CH3:25])[CH3:23])=[O:20])[CH2:15][CH2:14]4)[C:10]=3[N:11]=2)=[CH:31][C:32]=1[NH:33][S:34]([C:37]1[CH:42]=[CH:41][C:40]([F:43])=[CH:39][C:38]=1[F:44])(=[O:36])=[O:35]. The yield is 0.0450. (4) The reactants are Br[C:2]1[CH:3]=[C:4]([C:7]([O:9][CH3:10])=[O:8])[S:5][CH:6]=1.C(=O)([O-])[O-].[K+].[K+].[CH3:17][N:18]1[C:22](B2OC(C)(C)C(C)(C)O2)=[CH:21][CH:20]=[N:19]1. The catalyst is O1CCOCC1.O.CC(C)([P](C(C)(C)C)([Pd][P](C(C)(C)C)(C(C)(C)C)C(C)(C)C)C(C)(C)C)C. The product is [CH3:17][N:18]1[C:22]([C:2]2[CH:3]=[C:4]([C:7]([O:9][CH3:10])=[O:8])[S:5][CH:6]=2)=[CH:21][CH:20]=[N:19]1. The yield is 0.990. (5) The product is [CH3:10][C:11]1[N:16]=[CH:15][N:14]=[C:13]([C:17]23[CH2:24][CH2:23][C:20]([CH2:25][OH:26])([CH2:21][CH2:22]2)[CH2:19][CH2:18]3)[CH:12]=1. The reactants are CC(C[AlH]CC(C)C)C.[CH3:10][C:11]1[N:16]=[CH:15][N:14]=[C:13]([C:17]23[CH2:24][CH2:23][C:20]([C:25](OC)=[O:26])([CH2:21][CH2:22]2)[CH2:19][CH2:18]3)[CH:12]=1. The catalyst is ClCCl. The yield is 0.820.